From a dataset of Reaction yield outcomes from USPTO patents with 853,638 reactions. Predict the reaction yield, written as a fraction of the theoretical maximum amount of product (1.0 means a 100% yield; for example, 0.34 means a 34% yield). The reactants are [CH3:1][C:2]1[O:6][N:5]=[C:4]([CH2:7][C:8]([C:22]2[CH:27]=[CH:26][CH:25]=[C:24]([O:28][C:29]([F:32])([F:31])[F:30])[CH:23]=2)([C:11]2[CH:16]=[CH:15][CH:14]=[C:13]([O:17][C:18]([F:21])([F:20])[F:19])[CH:12]=2)[C:9]#[N:10])[CH:3]=1. The catalyst is C1COCC1. The product is [CH3:1][C:2]1[O:6][N:5]=[C:4]([CH2:7][C:8]([C:22]2[CH:27]=[CH:26][CH:25]=[C:24]([O:28][C:29]([F:31])([F:30])[F:32])[CH:23]=2)([C:11]2[CH:16]=[CH:15][CH:14]=[C:13]([O:17][C:18]([F:19])([F:21])[F:20])[CH:12]=2)[C:9]#[N:10])[CH:3]=1.[CH3:1][C:2]1[O:6][N:5]=[C:4]([CH2:7][C:8]([C:22]2[CH:27]=[CH:26][CH:25]=[C:24]([O:28][C:29]([F:31])([F:30])[F:32])[CH:23]=2)([C:11]2[CH:16]=[CH:15][CH:14]=[C:13]([O:17][C:18]([F:19])([F:21])[F:20])[CH:12]=2)[CH2:9][NH2:10])[CH:3]=1. The yield is 0.940.